This data is from Full USPTO retrosynthesis dataset with 1.9M reactions from patents (1976-2016). The task is: Predict the reactants needed to synthesize the given product. (1) Given the product [CH3:22][O:21][CH2:20][CH2:19][O:18][C:16]([N:5]([C:6]1[CH:13]=[CH:12][C:9]([CH:10]=[O:11])=[CH:8][CH:7]=1)[CH2:4][CH2:3][N:2]([CH3:14])[CH3:1])=[O:17], predict the reactants needed to synthesize it. The reactants are: [CH3:1][N:2]([CH3:14])[CH2:3][CH2:4][NH:5][C:6]1[CH:13]=[CH:12][C:9]([CH:10]=[O:11])=[CH:8][CH:7]=1.Cl[C:16]([O:18][CH2:19][CH2:20][O:21][CH3:22])=[O:17].N1C=CC=CC=1.C(=O)([O-])O.[Na+]. (2) Given the product [C:9]([C:13]1[N:17]([CH3:18])[N:16]=[C:15]([N:19]2[C:4](=[O:5])[C:3]([OH:8])=[C:2]([Cl:1])[CH2:20]2)[CH:14]=1)([CH3:12])([CH3:10])[CH3:11], predict the reactants needed to synthesize it. The reactants are: [Cl:1][CH2:2][C:3](=[O:8])[C:4](OC)=[O:5].[C:9]([C:13]1[N:17]([CH3:18])[N:16]=[C:15]([NH2:19])[CH:14]=1)([CH3:12])([CH3:11])[CH3:10].[CH2:20]=O.Cl. (3) Given the product [ClH:21].[NH2:11][CH2:10][CH2:9][CH2:8][O:7][C:6]1[CH:19]=[CH:20][C:3]([CH2:2][OH:1])=[CH:4][CH:5]=1, predict the reactants needed to synthesize it. The reactants are: [OH:1][CH2:2][C:3]1[CH:20]=[CH:19][C:6]([O:7][CH2:8][CH2:9][CH2:10][NH:11]C(=O)OC(C)(C)C)=[CH:5][CH:4]=1.[ClH:21]. (4) Given the product [C:21]1([C:28]2[CH:29]=[CH:30][CH:31]=[CH:32][CH:33]=2)[C:22]([NH2:27])=[CH:23][CH:24]=[CH:25][CH:26]=1.[F:9][C:10]1[CH:15]=[CH:14][C:13]([C:2]2[CH:8]=[CH:7][CH:6]=[CH:5][C:3]=2[NH:4][C:34](=[O:37])[CH2:35][CH3:36])=[CH:12][CH:11]=1, predict the reactants needed to synthesize it. The reactants are: I[C:2]1[CH:8]=[CH:7][CH:6]=[CH:5][C:3]=1[NH2:4].[F:9][C:10]1[CH:15]=[CH:14][C:13](B(O)O)=[CH:12][CH:11]=1.[OH-].[Na+].[C:21]1([C:28]2[CH:33]=[CH:32][CH:31]=[CH:30][CH:29]=2)[C:22]([NH2:27])=[CH:23][CH:24]=[CH:25][CH:26]=1.[C:34](O[C:34](=[O:37])[CH2:35][CH3:36])(=[O:37])[CH2:35][CH3:36].N1C=CC=CC=1. (5) Given the product [Cl:1][C:2]1[CH:7]=[C:6]([F:8])[CH:5]=[CH:4][C:3]=1[C:9](=[O:11])[CH2:10][C:12]([O:13][CH2:14][CH3:15])=[O:16], predict the reactants needed to synthesize it. The reactants are: [Cl:1][C:2]1[CH:7]=[C:6]([F:8])[CH:5]=[CH:4][C:3]=1[C:9](=[O:11])[CH3:10].[C:12](=O)([O:16]CC)[O:13][CH2:14][CH3:15]. (6) Given the product [C:33]([O:23][C:21]1[S:20][C:17]2[CH2:18][CH2:19][N:14]([CH:6]([C:4]([CH:1]3[CH2:2][CH2:3]3)=[O:5])[C:7]3[CH:12]=[CH:11][CH:10]=[CH:9][C:8]=3[F:13])[CH2:15][C:16]=2[CH:22]=1)(=[O:35])[CH3:34], predict the reactants needed to synthesize it. The reactants are: [CH:1]1([C:4]([CH:6]([N:14]2[CH2:19][CH2:18][CH:17]3[S:20][C:21](=[O:23])[CH:22]=[C:16]3[CH2:15]2)[C:7]2[CH:12]=[CH:11][CH:10]=[CH:9][C:8]=2[F:13])=[O:5])[CH2:3][CH2:2]1.C(N(C(C)C)CC)(C)C.[C:33](OCC)(=[O:35])[CH3:34].